This data is from Full USPTO retrosynthesis dataset with 1.9M reactions from patents (1976-2016). The task is: Predict the reactants needed to synthesize the given product. Given the product [Br:28][C:11]1[C:10]2[C:5](=[C:6]([C:14]([O:16][CH3:17])=[O:15])[CH:7]=[CH:8][CH:9]=2)[N:4]=[C:3]([C:2]([F:25])([F:1])[C:18]2[CH:23]=[CH:22][C:21]([F:24])=[CH:20][N:19]=2)[N:12]=1, predict the reactants needed to synthesize it. The reactants are: [F:1][C:2]([F:25])([C:18]1[CH:23]=[CH:22][C:21]([F:24])=[CH:20][N:19]=1)[C:3]1[NH:12][C:11](=O)[C:10]2[C:5](=[C:6]([C:14]([O:16][CH3:17])=[O:15])[CH:7]=[CH:8][CH:9]=2)[N:4]=1.P(Br)(Br)([Br:28])=O.CN(C=O)C.